Dataset: Forward reaction prediction with 1.9M reactions from USPTO patents (1976-2016). Task: Predict the product of the given reaction. (1) Given the reactants [F:1][C:2]1[CH:3]=[CH:4][C:5]([O:27][CH3:28])=[C:6]([C:8]2[N:9]=[C:10]([CH:18]3[CH2:23][CH2:22][CH:21]([C:24]([OH:26])=[O:25])[CH2:20][CH2:19]3)[CH:11]=[C:12]3[C:17]=2[N:16]=[CH:15][CH:14]=[CH:13]3)[CH:7]=1.C([O-])([O-])=O.[Na+:33].[Na+], predict the reaction product. The product is: [Na+:33].[F:1][C:2]1[CH:3]=[CH:4][C:5]([O:27][CH3:28])=[C:6]([C:8]2[N:9]=[C:10]([CH:18]3[CH2:19][CH2:20][CH:21]([C:24]([O-:26])=[O:25])[CH2:22][CH2:23]3)[CH:11]=[C:12]3[C:17]=2[N:16]=[CH:15][CH:14]=[CH:13]3)[CH:7]=1. (2) Given the reactants [H-].[Al+3].[Li+].[H-].[H-].[H-].[CH3:7][C:8]1([CH3:18])[CH2:13][C:12]([CH3:15])([CH3:14])[C:11](=O)[NH:10][C:9]1=O.[OH-].[Na+].S([O-])([O-])(=O)=O.[Mg+2].[ClH:27].C(OCC)C, predict the reaction product. The product is: [ClH:27].[CH3:7][C:8]1([CH3:18])[CH2:13][C:12]([CH3:15])([CH3:14])[CH2:11][NH:10][CH2:9]1. (3) Given the reactants [OH:1][C:2]1[CH:7]=[CH:6][C:5]([N:8]2[C:12]3[CH:13]=[CH:14][CH:15]=[CH:16][C:11]=3[N:10]=[C:9]2[NH:17]C(=O)C)=[CH:4][CH:3]=1.[H-].[Na+].[S:23]1[C:27]2[CH:28]=[CH:29][CH:30]=[CH:31][C:26]=2[N:25]=[C:24]1[NH:32][C:33]([C:35]1[CH:36]=[CH:37][CH:38]=[C:39]2[C:44]=1[CH2:43][N:42]([C:45]1[S:46][C:47]([CH2:55][CH2:56][CH2:57]I)=[C:48]([C:50]([O:52]CC)=[O:51])[N:49]=1)[CH2:41][CH2:40]2)=[O:34].[OH-].[Na+].Cl, predict the reaction product. The product is: [NH2:17][C:9]1[N:8]([C:5]2[CH:4]=[CH:3][C:2]([O:1][CH2:57][CH2:56][CH2:55][C:47]3[S:46][C:45]([N:42]4[CH2:41][CH2:40][C:39]5[C:44](=[C:35]([C:33](=[O:34])[NH:32][C:24]6[S:23][C:27]7[CH:28]=[CH:29][CH:30]=[CH:31][C:26]=7[N:25]=6)[CH:36]=[CH:37][CH:38]=5)[CH2:43]4)=[N:49][C:48]=3[C:50]([OH:52])=[O:51])=[CH:7][CH:6]=2)[C:12]2[CH:13]=[CH:14][CH:15]=[CH:16][C:11]=2[N:10]=1. (4) The product is: [Cl:32][C:33]1[CH:38]=[CH:37][C:36]([CH:8]([OH:9])[C:7]2[C:3]([C:1]#[N:2])=[C:4]([C:21]3[CH:26]=[CH:25][N:24]=[C:23]([NH:27][C:28](=[O:31])[O:29][CH3:30])[CH:22]=3)[S:5][C:6]=2[C:10]2[N:14]=[CH:13][N:12]([CH:15]3[CH2:20][CH2:19][CH2:18][CH2:17][O:16]3)[N:11]=2)=[CH:35][CH:34]=1. Given the reactants [C:1]([C:3]1[C:7]([CH:8]=[O:9])=[C:6]([C:10]2[N:14]=[CH:13][N:12]([CH:15]3[CH2:20][CH2:19][CH2:18][CH2:17][O:16]3)[N:11]=2)[S:5][C:4]=1[C:21]1[CH:26]=[CH:25][N:24]=[C:23]([NH:27][C:28](=[O:31])[O:29][CH3:30])[CH:22]=1)#[N:2].[Cl:32][C:33]1[CH:38]=[CH:37][C:36]([Mg]Br)=[CH:35][CH:34]=1.CCOCC.C(O)(=O)C, predict the reaction product. (5) The product is: [Br:1][C:2]1[C:3](=[O:28])[N:4]([CH2:19][C:20]2[CH:25]=[N:24][C:23]([C:26]([NH2:27])=[O:31])=[N:22][CH:21]=2)[C:5]([CH3:18])=[CH:6][C:7]=1[O:8][CH2:9][C:10]1[CH:15]=[CH:14][C:13]([F:16])=[CH:12][C:11]=1[F:17]. Given the reactants [Br:1][C:2]1[C:3](=[O:28])[N:4]([CH2:19][C:20]2[CH:21]=[N:22][C:23]([C:26]#[N:27])=[N:24][CH:25]=2)[C:5]([CH3:18])=[CH:6][C:7]=1[O:8][CH2:9][C:10]1[CH:15]=[CH:14][C:13]([F:16])=[CH:12][C:11]=1[F:17].C[Si](C)(C)[O-:31].[K+], predict the reaction product. (6) Given the reactants CC1(C)COB([C:8]2[CH:20]=[CH:19][C:11]([O:12][CH2:13][CH2:14][NH:15][C:16](=[O:18])[CH3:17])=[CH:10][CH:9]=2)OC1.Br[C:23]1[CH:24]=[C:25]2[C:29](=[CH:30][C:31]=1[Cl:32])[NH:28][CH:27]=[C:26]2[CH:33]=[O:34].C(=O)([O-])[O-].[K+].[K+].C1(C)C=CC=CC=1, predict the reaction product. The product is: [Cl:32][C:31]1[CH:30]=[C:29]2[C:25]([C:26]([CH:33]=[O:34])=[CH:27][NH:28]2)=[CH:24][C:23]=1[C:8]1[CH:9]=[CH:10][C:11]([O:12][CH2:13][CH2:14][NH:15][C:16](=[O:18])[CH3:17])=[CH:19][CH:20]=1.